From a dataset of NCI-60 drug combinations with 297,098 pairs across 59 cell lines. Regression. Given two drug SMILES strings and cell line genomic features, predict the synergy score measuring deviation from expected non-interaction effect. (1) Synergy scores: CSS=22.1, Synergy_ZIP=0.985, Synergy_Bliss=3.47, Synergy_Loewe=-12.4, Synergy_HSA=3.69. Drug 2: CC1CCC2CC(C(=CC=CC=CC(CC(C(=O)C(C(C(=CC(C(=O)CC(OC(=O)C3CCCCN3C(=O)C(=O)C1(O2)O)C(C)CC4CCC(C(C4)OC)O)C)C)O)OC)C)C)C)OC. Drug 1: CC1=C(C=C(C=C1)NC2=NC=CC(=N2)N(C)C3=CC4=NN(C(=C4C=C3)C)C)S(=O)(=O)N.Cl. Cell line: UACC62. (2) Drug 1: CC1=C2C(C(=O)C3(C(CC4C(C3C(C(C2(C)C)(CC1OC(=O)C(C(C5=CC=CC=C5)NC(=O)OC(C)(C)C)O)O)OC(=O)C6=CC=CC=C6)(CO4)OC(=O)C)OC)C)OC. Drug 2: CC1=C(C(CCC1)(C)C)C=CC(=CC=CC(=CC(=O)O)C)C. Cell line: OVCAR3. Synergy scores: CSS=63.5, Synergy_ZIP=13.3, Synergy_Bliss=13.4, Synergy_Loewe=-27.5, Synergy_HSA=11.3. (3) Drug 1: CCN(CC)CCCC(C)NC1=C2C=C(C=CC2=NC3=C1C=CC(=C3)Cl)OC. Drug 2: C1CN(CCN1C(=O)CCBr)C(=O)CCBr. Cell line: NCIH23. Synergy scores: CSS=31.9, Synergy_ZIP=-11.3, Synergy_Bliss=0.815, Synergy_Loewe=-3.46, Synergy_HSA=-2.24.